From a dataset of Full USPTO retrosynthesis dataset with 1.9M reactions from patents (1976-2016). Predict the reactants needed to synthesize the given product. (1) Given the product [OH:14][C:6]1[C:5]([Si:4]([CH:18]([CH3:20])[CH3:19])([CH:15]([CH3:17])[CH3:16])[CH:1]([CH3:2])[CH3:3])=[CH:12][C:26]([CH3:27])=[CH:8][C:7]=1[CH2:10][S:41][C@@H:34]1[CH2:35][CH2:36][CH2:37][CH2:38][CH2:39][CH2:40][C@H:33]1[S:42][CH2:8][C:7]1[CH:10]=[C:11]([CH3:13])[CH:12]=[C:5]([Si:4]([CH:15]([CH3:16])[CH3:17])([CH:1]([CH3:3])[CH3:2])[CH:18]([CH3:20])[CH3:19])[C:6]=1[OH:14], predict the reactants needed to synthesize it. The reactants are: [CH:1]([Si:4]([CH:18]([CH3:20])[CH3:19])([CH:15]([CH3:17])[CH3:16])[C:5]1[C:6]([OH:14])=[C:7]([CH:10]=[C:11]([CH3:13])[CH:12]=1)[CH2:8]O)([CH3:3])[CH3:2].C(N([CH2:26][CH3:27])CC)C.CS(Cl)(=O)=O.[C@@H:33]1([SH:42])[CH2:40][CH2:39][CH2:38][CH2:37][CH2:36][CH2:35][C@H:34]1[SH:41].[Cl-].[NH4+]. (2) Given the product [Cl:1][C:2]1[CH:10]=[C:9]2[C:5]([CH2:6][C:7]([CH2:12][CH2:13][F:14])([CH2:25][CH2:26][C:27](=[O:38])[CH3:28])[C:8]2=[O:11])=[CH:4][C:3]=1[O:15][CH3:16], predict the reactants needed to synthesize it. The reactants are: [Cl:1][C:2]1[CH:10]=[C:9]2[C:5]([CH2:6][CH:7]([CH2:12][CH2:13][F:14])[C:8]2=[O:11])=[CH:4][C:3]=1[O:15][CH3:16].C=C[C@@H]1[C@@H]2[CH2:25][C@H:26]([C@@H:27]([OH:38])[C:28]3C4C(=CC=CC=4)N=CC=3)[N+](CC3C=CC(C(F)(F)F)=CC=3)(CC2)C1.[Br-].C(C(C)=O)=C.[OH-].[K+]. (3) Given the product [C:21]([O:25][C:26]([NH:28][C:29]1([C:32]([CH:33]([CH2:2][C:3]([C:5]2[C:14]([F:15])=[CH:13][CH:12]=[C:11]3[C:6]=2[N:7]=[C:8]([NH:17][CH:18]2[CH2:20][CH2:19]2)[C:9]([CH3:16])=[N:10]3)=[O:4])[C:34]([O:36][CH2:37][CH3:38])=[O:35])=[O:39])[CH2:31][CH2:30]1)=[O:27])([CH3:24])([CH3:23])[CH3:22], predict the reactants needed to synthesize it. The reactants are: Br[CH2:2][C:3]([C:5]1[C:14]([F:15])=[CH:13][CH:12]=[C:11]2[C:6]=1[N:7]=[C:8]([NH:17][CH:18]1[CH2:20][CH2:19]1)[C:9]([CH3:16])=[N:10]2)=[O:4].[C:21]([O:25][C:26]([NH:28][C:29]1([C:32](=[O:39])[CH2:33][C:34]([O:36][CH2:37][CH3:38])=[O:35])[CH2:31][CH2:30]1)=[O:27])([CH3:24])([CH3:23])[CH3:22].C([O-])([O-])=O.[K+].[K+]. (4) Given the product [CH:30]1[C:29]2[CH:28]([CH2:27][O:26][C:24](=[O:25])[NH:1][CH:2]([C:3]([OH:19])=[O:4])[CH2:5][CH2:6][CH:7]([OH:17])[CH2:8][NH:9][C:10](=[O:11])[O:12][C:13]([CH3:14])([CH3:16])[CH3:15])[C:40]3[C:35](=[CH:36][CH:37]=[CH:38][CH:39]=3)[C:34]=2[CH:33]=[CH:32][CH:31]=1, predict the reactants needed to synthesize it. The reactants are: [NH2:1][CH:2]([CH2:5][CH2:6][CH:7]([OH:17])[CH2:8][NH:9][C:10]([O:12][C:13]([CH3:16])([CH3:15])[CH3:14])=[O:11])[CH2:3][OH:4].C([O-])([O-])=[O:19].[Na+].[Na+].[C:24](ON1C(=O)CCC1=O)([O:26][CH2:27][CH:28]1[C:40]2[C:35](=[CH:36][CH:37]=[CH:38][CH:39]=2)[C:34]2[C:29]1=[CH:30][CH:31]=[CH:32][CH:33]=2)=[O:25]. (5) Given the product [NH3:7].[C:1]([N:28]1[CH2:27][C@@H:26]([CH3:32])[N:25]([CH2:24][CH2:23][NH:22][C:20]([C@@H:15]2[CH2:16][CH2:17][CH2:18][CH2:19][N:14]2[C:6]2[O:5][C:9]3[CH:10]=[CH:11][CH:12]=[CH:13][C:8]=3[N:7]=2)=[O:21])[C@@H:30]([CH3:31])[CH2:29]1)(=[O:3])[CH3:2], predict the reactants needed to synthesize it. The reactants are: [C:1](Cl)(=[O:3])[CH3:2].[O:5]1[C:9]2[CH:10]=[CH:11][CH:12]=[CH:13][C:8]=2[N:7]=[C:6]1[N:14]1[CH2:19][CH2:18][CH2:17][CH2:16][C@H:15]1[C:20]([NH:22][CH2:23][CH2:24][N:25]1[C@H:30]([CH3:31])[CH2:29][NH:28][CH2:27][C@@H:26]1[CH3:32])=[O:21].C(=O)([O-])[O-].[K+].[K+].